Dataset: Full USPTO retrosynthesis dataset with 1.9M reactions from patents (1976-2016). Task: Predict the reactants needed to synthesize the given product. (1) Given the product [CH3:24][C:14]1[CH:19]=[CH:18][C:17]([S:20]([O-:1])(=[O:22])=[O:21])=[CH:16][CH:15]=1.[O:1]1[CH:2]2[CH:7]([CH2:8][O:9][S:20]([C:17]3[CH:18]=[CH:19][C:14]([CH3:24])=[CH:15][CH:16]=3)(=[O:22])=[O:21])[CH:6]([C:10]([OH:13])([CH3:11])[CH3:12])[CH:5]1[CH:4]=[CH:3]2, predict the reactants needed to synthesize it. The reactants are: [O:1]1[CH:5]2[CH:6]([C:10]([OH:13])([CH3:12])[CH3:11])[CH:7]([CH2:8][OH:9])[CH:2]1[CH:3]=[CH:4]2.[C:14]1([CH3:24])[CH:19]=[CH:18][C:17]([S:20](Cl)(=[O:22])=[O:21])=[CH:16][CH:15]=1. (2) Given the product [C:1]([NH:4][C:5]12[CH2:14][CH:9]3[CH2:10][CH:11]([CH2:13][CH:7]([CH:8]3[OH:15])[CH2:6]1)[CH2:12]2)(=[O:3])[CH3:2], predict the reactants needed to synthesize it. The reactants are: [C:1]([NH:4][C:5]12[CH2:14][CH:9]3[CH2:10][CH:11]([CH2:13][CH:7]([C:8]3=[O:15])[CH2:6]1)[CH2:12]2)(=[O:3])[CH3:2].[BH4-].[Na+].